Dataset: Reaction yield outcomes from USPTO patents with 853,638 reactions. Task: Predict the reaction yield, written as a fraction of the theoretical maximum amount of product (1.0 means a 100% yield; for example, 0.34 means a 34% yield). (1) The reactants are CC1(C)C[O:5][C:4]([C:7]([C:10]2[CH:15]=[CH:14][C:13]([CH2:16][CH2:17][N:18]3[CH2:23][CH2:22][CH:21]([C:24]4[N:28]([CH2:29][CH2:30][O:31][CH2:32][CH3:33])[C:27]5[CH:34]=[CH:35][CH:36]=[CH:37][C:26]=5[N:25]=4)[CH2:20][CH2:19]3)=[CH:12][CH:11]=2)([CH3:9])[CH3:8])=N1.Cl.[OH-].[Na+].C([O:44]C(=O)C)C. The catalyst is C(O)CCC. The product is [CH2:32]([O:31][CH2:30][CH2:29][N:28]1[C:27]2[CH:34]=[CH:35][CH:36]=[CH:37][C:26]=2[N:25]=[C:24]1[CH:21]1[CH2:20][CH2:19][N:18]([CH2:17][CH2:16][C:13]2[CH:12]=[CH:11][C:10]([C:7]([CH3:9])([CH3:8])[C:4]([OH:44])=[O:5])=[CH:15][CH:14]=2)[CH2:23][CH2:22]1)[CH3:33]. The yield is 0.870. (2) The reactants are [Cl:1][C:2]1[CH:7]=[CH:6][C:5]([C:8](=O)[CH2:9][C:10]([O:12]CC)=O)=[CH:4][CH:3]=1.[N:16]1[NH:17][C:18]([NH2:21])=[CH:19][CH:20]=1. The catalyst is CCOC(C)=O. The product is [Cl:1][C:2]1[CH:3]=[CH:4][C:5]([C:8]2[CH:9]=[C:10]([OH:12])[N:17]3[N:16]=[CH:20][CH:19]=[C:18]3[N:21]=2)=[CH:6][CH:7]=1. The yield is 0.750. (3) The reactants are [CH3:1][C:2]1[CH:7]=[CH:6][C:5]([CH2:8][N:9]([CH:22]2[CH2:27][CH2:26][N:25]([CH3:28])[CH2:24][CH2:23]2)[C:10](=[O:21])[CH2:11][C:12]2[CH:17]=[CH:16][C:15]([O:18]C)=[C:14]([OH:20])[CH:13]=2)=[CH:4][CH:3]=1.B(Br)(Br)Br. The product is [CH3:1][C:2]1[CH:3]=[CH:4][C:5]([CH2:8][N:9]([CH:22]2[CH2:27][CH2:26][N:25]([CH3:28])[CH2:24][CH2:23]2)[C:10](=[O:21])[CH2:11][C:12]2[CH:17]=[CH:16][C:15]([OH:18])=[C:14]([OH:20])[CH:13]=2)=[CH:6][CH:7]=1. The catalyst is C(Cl)Cl. The yield is 0.480. (4) The yield is 0.760. The product is [Br:1][C:2]1[CH:3]=[C:4]([NH:8][C:9]2[C:21]3[C:20]4[C:15](=[CH:16][CH:17]=[CH:18][CH:19]=4)[NH:14][C:13]=3[N:12]=[C:11]([NH2:22])[N:10]=2)[CH:5]=[CH:6][CH:7]=1. The catalyst is C(Cl)(Cl)Cl.CO. The reactants are [Br:1][C:2]1[CH:3]=[C:4]([NH:8][C:9]2[C:21]3[C:20]4[C:15](=[CH:16][CH:17]=[CH:18][CH:19]=4)[NH:14][C:13]=3[N:12]=[C:11]([NH:22]C(=O)C(C)(C)C)[N:10]=2)[CH:5]=[CH:6][CH:7]=1.[OH-].[Na+].